Dataset: Reaction yield outcomes from USPTO patents with 853,638 reactions. Task: Predict the reaction yield, written as a fraction of the theoretical maximum amount of product (1.0 means a 100% yield; for example, 0.34 means a 34% yield). (1) The reactants are [C:1]([C:3]1[C:20]([C:21]#[N:22])=[CH:19][C:6]2[N:7](CCC)[C:8]([C:10]3[CH:15]=[CH:14][CH:13]=[CH:12][CH:11]=3)=[N:9][C:5]=2[CH:4]=1)#[N:2].[CH2:23]([C:26](C1C=CC(C=O)=CC=1)([CH2:30][CH:31]=[CH2:32])[CH2:27][CH:28]=[CH2:29])[CH:24]=[CH2:25]. The catalyst is CN1C(=O)CCC1.C(OCC)(=O)C. The product is [CH2:23]([C:26]([C:13]1[CH:14]=[CH:15][C:10]([C:8]2[NH:7][C:6]3[CH:19]=[C:20]([C:21]#[N:22])[C:3]([C:1]#[N:2])=[CH:4][C:5]=3[N:9]=2)=[CH:11][CH:12]=1)([CH2:30][CH:31]=[CH2:32])[CH2:27][CH:28]=[CH2:29])[CH:24]=[CH2:25]. The yield is 0.570. (2) The reactants are [NH2:1][C:2]1[CH:7]=[CH:6][CH:5]=[CH:4][N:3]=1.C(N(CC)CC)C.[F:15][C:16]([F:27])([F:26])[C:17](O[C:17](=[O:18])[C:16]([F:27])([F:26])[F:15])=[O:18]. The catalyst is ClCCl. The product is [F:15][C:16]([F:27])([F:26])[C:17]([N:1]=[C:2]1[CH:7]=[CH:6][CH:5]=[CH:4][NH:3]1)=[O:18]. The yield is 0.710. (3) The reactants are Br[C:2]1[CH:8]=[C:7]([CH3:9])[C:5]([NH2:6])=[C:4]([N+:10]([O-:12])=[O:11])[CH:3]=1.[C:13]1(B(O)O)[CH:18]=[CH:17][CH:16]=[CH:15][CH:14]=1.C(=O)([O-])[O-].[Cs+].[Cs+].O. The catalyst is CN(C=O)C.C1C=CC([P]([Pd]([P](C2C=CC=CC=2)(C2C=CC=CC=2)C2C=CC=CC=2)([P](C2C=CC=CC=2)(C2C=CC=CC=2)C2C=CC=CC=2)[P](C2C=CC=CC=2)(C2C=CC=CC=2)C2C=CC=CC=2)(C2C=CC=CC=2)C2C=CC=CC=2)=CC=1. The product is [NH2:6][C:5]1[C:4]([N+:10]([O-:12])=[O:11])=[CH:3][C:2]([C:13]2[CH:18]=[CH:17][CH:16]=[CH:15][CH:14]=2)=[CH:8][C:7]=1[CH3:9]. The yield is 0.810. (4) The reactants are [H-].[H-].[H-].[H-].[Li+].[Al+3].[CH:7]1([CH2:13][C@H:14]([NH:20][C:21](=[O:27])[O:22][C:23]([CH3:26])([CH3:25])[CH3:24])[C:15]([N:17]([CH3:19])[CH3:18])=O)[CH2:12][CH2:11][CH2:10][CH2:9][CH2:8]1.O.[OH-].[Na+]. The catalyst is C1COCC1.CCOCC. The product is [CH:7]1([CH2:13][C@H:14]([NH:20][C:21](=[O:27])[O:22][C:23]([CH3:25])([CH3:24])[CH3:26])[CH2:15][N:17]([CH3:18])[CH3:19])[CH2:8][CH2:9][CH2:10][CH2:11][CH2:12]1. The yield is 0.0700. (5) The reactants are CO[C:3](=[O:22])[CH:4]([C:12]1[CH:17]=[CH:16][C:15]([S:18]([CH3:21])(=[O:20])=[O:19])=[CH:14][CH:13]=1)[CH2:5][CH:6]1[CH2:11][CH2:10][CH2:9][CH2:8][O:7]1.[CH3:23][NH:24][C:25]([NH2:27])=[O:26].C[O-].[Mg+2].C[O-]. The catalyst is CO. The product is [CH3:21][S:18]([C:15]1[CH:14]=[CH:13][C:12]([CH:4]([CH2:5][CH:6]2[CH2:11][CH2:10][CH2:9][CH2:8][O:7]2)[C:3]([NH:27][C:25]([NH:24][CH3:23])=[O:26])=[O:22])=[CH:17][CH:16]=1)(=[O:19])=[O:20]. The yield is 0.0600. (6) The reactants are [CH2:1]([O:3][C:4]([C:6]1[S:10][C:9]([CH3:11])=[N:8][C:7]=1[S:12]C(=O)N(C)C)=[O:5])[CH3:2].[H-].[Na+]. The catalyst is CO. The product is [CH2:1]([O:3][C:4]([C:6]1[S:10][C:9]([CH3:11])=[N:8][C:7]=1[SH:12])=[O:5])[CH3:2]. The yield is 0.940.